Dataset: Full USPTO retrosynthesis dataset with 1.9M reactions from patents (1976-2016). Task: Predict the reactants needed to synthesize the given product. (1) Given the product [CH2:17]([C:2]1[S:1][CH:5]=[CH:4][CH:3]=1)[CH2:18][CH2:19][CH2:20][CH2:21][CH2:22][CH2:23][CH3:24], predict the reactants needed to synthesize it. The reactants are: [S:1]1[CH:5]=[CH:4][CH:3]=[CH:2]1.O1CCCC1.C([Li])CCC.Br[CH2:17][CH2:18][CH2:19][CH2:20][CH2:21][CH2:22][CH2:23][CH3:24]. (2) The reactants are: N([O-])=O.[Na+].N[C:6]1[CH:7]=[C:8]2[C:13](=[CH:14][CH:15]=1)[CH:12]=[C:11]([S:16]([OH:19])(=[O:18])=[O:17])[CH:10]=[CH:9]2.[ClH:20]. Given the product [Cl:20][C:6]1[CH:7]=[C:8]2[C:13](=[CH:14][CH:15]=1)[CH:12]=[C:11]([S:16]([OH:19])(=[O:18])=[O:17])[CH:10]=[CH:9]2, predict the reactants needed to synthesize it. (3) Given the product [C:54]([C:56]1[C:57]([O:83][CH2:84][CH2:85][O:86][CH3:87])=[CH:58][C:59]([NH:62][C:63]([N:65]2[C:74]3[C:69](=[CH:70][C:71]([CH:80]4[CH2:82][CH2:81]4)=[C:72]([CH:75]=[O:76])[N:73]=3)[CH2:68][CH2:67][CH2:66]2)=[O:64])=[N:60][CH:61]=1)#[N:55], predict the reactants needed to synthesize it. The reactants are: C1(C2C=C3C(=NC=2C(OC)OC)N(C(OC2C=CC=CC=2)=O)CCC3)CC1.NC1C=C(OCCOC)C(C#N)=CN=1.[Li+].C[Si]([N-][Si](C)(C)C)(C)C.[NH4+].[Cl-].[C:54]([C:56]1[C:57]([O:83][CH2:84][CH2:85][O:86][CH3:87])=[CH:58][C:59]([NH:62][C:63]([N:65]2[C:74]3[C:69](=[CH:70][C:71]([CH:80]4[CH2:82][CH2:81]4)=[C:72]([CH:75](OC)[O:76]C)[N:73]=3)[CH2:68][CH2:67][CH2:66]2)=[O:64])=[N:60][CH:61]=1)#[N:55]. (4) Given the product [CH:25]1[C:35]2[CH:34]=[CH:33][C:32]3[CH:36]=[CH:37][CH:38]=[CH:39][C:31]=3[C:30](=[CH:40][CH2:41][CH2:42][N:43]([CH3:44])[C:10](=[O:12])[CH2:9][NH:8][C:6](=[O:7])[O:5][C:1]([CH3:2])([CH3:3])[CH3:4])[C:29]=2[CH:28]=[CH:27][CH:26]=1, predict the reactants needed to synthesize it. The reactants are: [C:1]([O:5][C:6]([NH:8][CH2:9][C:10]([OH:12])=O)=[O:7])([CH3:4])([CH3:3])[CH3:2].Cl.C(N=C=NCCCN(C)C)C.[CH:25]1[C:35]2[CH:34]=[CH:33][C:32]3[CH:36]=[CH:37][CH:38]=[CH:39][C:31]=3[C:30](=[CH:40][CH2:41][CH2:42][NH:43][CH3:44])[C:29]=2[CH:28]=[CH:27][CH:26]=1.C(N(CC)CC)C.C(=O)([O-])O.[Na+]. (5) Given the product [ClH:29].[CH3:1][N:2]([CH2:18][C:19]1[O:20][C:21]2[CH:28]=[CH:27][CH:26]=[CH:25][C:22]=2[C:23]=1[CH3:24])[C:3](=[O:17])/[CH:4]=[CH:5]/[C:6]1[CH:16]=[N:15][C:9]2[NH:10][CH2:11][CH2:12][NH:13][CH2:14][C:8]=2[CH:7]=1, predict the reactants needed to synthesize it. The reactants are: [CH3:1][N:2]([CH2:18][C:19]1[O:20][C:21]2[CH:28]=[CH:27][CH:26]=[CH:25][C:22]=2[C:23]=1[CH3:24])[C:3](=[O:17])/[CH:4]=[CH:5]/[C:6]1[CH:16]=[N:15][C:9]2[NH:10][CH2:11][CH2:12][NH:13][CH2:14][C:8]=2[CH:7]=1.[ClH:29].